This data is from Full USPTO retrosynthesis dataset with 1.9M reactions from patents (1976-2016). The task is: Predict the reactants needed to synthesize the given product. (1) The reactants are: [C:1]([C:4]1[CH:5]=[C:6]([C:22]2[S:44][C:25]3=[N:26][C:27]([N:31]4[CH2:36][CH2:35][N:34](C(OC(C)(C)C)=O)[CH2:33][CH2:32]4)=[CH:28][C:29](=[O:30])[N:24]3[N:23]=2)[CH:7]=[C:8]([NH:10][C:11](=[O:21])[CH2:12][NH:13]C(OC(C)(C)C)=O)[CH:9]=1)(=[O:3])[CH3:2].C(OC(NCC(NC1C=C(C2SC3=NC(N4CCN(C(OC(C)(C)C)=O)CC4)=CC(=O)N3N=2)C=C(C(O)C)C=1)=O)=O)(C)(C)C.[BH4-].[Na+]. Given the product [NH2:13][CH2:12][C:11]([NH:10][C:8]1[CH:7]=[C:6]([C:22]2[S:44][C:25]3=[N:26][C:27]([N:31]4[CH2:32][CH2:33][NH:34][CH2:35][CH2:36]4)=[CH:28][C:29](=[O:30])[N:24]3[N:23]=2)[CH:5]=[C:4]([CH:1]([OH:3])[CH3:2])[CH:9]=1)=[O:21], predict the reactants needed to synthesize it. (2) Given the product [C:17]1([C:15]([N:12]2[CH2:11][CH2:10][N:9]([C:4]3[CH:3]=[C:2]4[C:7](=[CH:6][CH:5]=3)[N:8]=[CH:24][CH:23]=[N:1]4)[CH2:14][CH2:13]2)=[O:16])[CH:18]=[CH:19][CH:20]=[CH:21][CH:22]=1, predict the reactants needed to synthesize it. The reactants are: [NH2:1][C:2]1[CH:3]=[C:4]([N:9]2[CH2:14][CH2:13][N:12]([C:15]([C:17]3[CH:22]=[CH:21][CH:20]=[CH:19][CH:18]=3)=[O:16])[CH2:11][CH2:10]2)[CH:5]=[CH:6][C:7]=1[NH2:8].[C:23](O)(=O)[CH3:24].C(=O)C=O. (3) Given the product [OH:23][C@@H:22]([CH2:21][OH:20])[CH2:24][O:25][C:26]1[C:27]([CH3:37])=[CH:28][C:29]([C:30]2[N:33]=[C:4]([CH2:3][CH2:2][C:1]3([C:7]4[CH:12]=[CH:11][C:10]([F:48])=[CH:9][CH:8]=4)[CH2:6][CH2:68][CH2:67][CH2:66][C:70]3=[O:69])[O:32][N:31]=2)=[CH:34][C:35]=1[CH3:36], predict the reactants needed to synthesize it. The reactants are: [C:1]1([C:7]2(CCC(O)=O)[CH2:12][CH2:11][CH2:10][CH2:9][CH2:8]2)[CH:6]=C[CH:4]=[CH:3][CH:2]=1.CC1(C)[O:23][C@H:22]([CH2:24][O:25][C:26]2[C:35]([CH3:36])=[CH:34][C:29]([C:30](=[NH:33])[NH:31][OH:32])=[CH:28][C:27]=2[CH3:37])[CH2:21][O:20]1.C(N=C=NC(C)C)(C)C.[F-:48].C([N+](CCCC)(CCCC)CCCC)CCC.[CH2:66]1[CH2:70][O:69][CH2:68][CH2:67]1. (4) The reactants are: [CH:1]1([N:4]2[CH2:9][CH2:8][N:7]([C:10]3[O:11][C:12]4[CH:18]=[CH:17][CH:16]=[CH:15][C:13]=4[N:14]=3)[CH2:6][CH2:5]2)[CH2:3][CH2:2]1.C[CH2:20][N:21](CC)CC.[Cl:26][CH2:27][CH2:28][CH2:29][S:30](Cl)(=[O:32])=[O:31]. Given the product [CH:1]1([N:4]2[CH2:9][CH2:8][N:7]([C:10]3[O:11][C:12]4[CH:18]=[CH:17][C:16]([CH2:20][NH:21][S:30]([CH2:29][CH2:28][CH2:27][Cl:26])(=[O:32])=[O:31])=[CH:15][C:13]=4[N:14]=3)[CH2:6][CH2:5]2)[CH2:3][CH2:2]1, predict the reactants needed to synthesize it. (5) Given the product [F:14][C:2]([F:1])([F:15])[C:3]1[CH:4]=[C:5]([CH2:9][CH2:10][C:11]([NH:17][NH:16][C:18]([C:20]2[CH:25]=[CH:24][N:23]=[C:22]([NH:26][C:27](=[O:33])[O:28][C:29]([CH3:31])([CH3:30])[CH3:32])[CH:21]=2)=[O:19])=[O:13])[CH:6]=[CH:7][CH:8]=1, predict the reactants needed to synthesize it. The reactants are: [F:1][C:2]([F:15])([F:14])[C:3]1[CH:4]=[C:5]([CH2:9][CH2:10][C:11]([OH:13])=O)[CH:6]=[CH:7][CH:8]=1.[NH:16]([C:18]([C:20]1[CH:25]=[CH:24][N:23]=[C:22]([NH:26][C:27](=[O:33])[O:28][C:29]([CH3:32])([CH3:31])[CH3:30])[CH:21]=1)=[O:19])[NH2:17].